Dataset: NCI-60 drug combinations with 297,098 pairs across 59 cell lines. Task: Regression. Given two drug SMILES strings and cell line genomic features, predict the synergy score measuring deviation from expected non-interaction effect. (1) Drug 1: CCCS(=O)(=O)NC1=C(C(=C(C=C1)F)C(=O)C2=CNC3=C2C=C(C=N3)C4=CC=C(C=C4)Cl)F. Drug 2: C1=CC(=CC=C1CCCC(=O)O)N(CCCl)CCCl. Cell line: SK-OV-3. Synergy scores: CSS=26.3, Synergy_ZIP=-0.939, Synergy_Bliss=2.88, Synergy_Loewe=1.95, Synergy_HSA=2.31. (2) Drug 1: C1=C(C(=O)NC(=O)N1)N(CCCl)CCCl. Synergy scores: CSS=41.6, Synergy_ZIP=-3.58, Synergy_Bliss=1.87, Synergy_Loewe=3.95, Synergy_HSA=4.84. Cell line: LOX IMVI. Drug 2: CC(C1=C(C=CC(=C1Cl)F)Cl)OC2=C(N=CC(=C2)C3=CN(N=C3)C4CCNCC4)N. (3) Drug 1: CN1C2=C(C=C(C=C2)N(CCCl)CCCl)N=C1CCCC(=O)O.Cl. Drug 2: C1C(C(OC1N2C=NC(=NC2=O)N)CO)O. Cell line: NCI/ADR-RES. Synergy scores: CSS=7.09, Synergy_ZIP=-0.691, Synergy_Bliss=-0.262, Synergy_Loewe=-8.00, Synergy_HSA=-0.332.